Task: Predict the reactants needed to synthesize the given product.. Dataset: Full USPTO retrosynthesis dataset with 1.9M reactions from patents (1976-2016) (1) Given the product [C:33]([O:32][C:30](=[O:31])[CH2:29][N:8]1[C:9]2[C:5](=[C:4]([N+:1]([O-:3])=[O:2])[CH:12]=[CH:11][CH:10]=2)[CH:6]([CH2:13][CH2:14][C:15]([O:17][CH2:18][CH3:19])=[O:16])[CH2:7]1)([CH3:36])([CH3:35])[CH3:34], predict the reactants needed to synthesize it. The reactants are: [N+:1]([C:4]1[CH:12]=[CH:11][CH:10]=[C:9]2[C:5]=1[CH:6]([CH2:13][CH2:14][C:15]([O:17][CH2:18][CH3:19])=[O:16])[CH2:7][NH:8]2)([O-:3])=[O:2].C(=O)([O-])[O-].[Na+].[Na+].[I-].[K+].Br[CH2:29][C:30]([O:32][C:33]([CH3:36])([CH3:35])[CH3:34])=[O:31]. (2) Given the product [Br:20][C:21]1[CH:22]=[CH:23][C:24]2[CH2:29][O:30][C:31]3[CH:36]=[CH:35][C:34]([Cl:37])=[CH:33][C:32]=3[NH:27][CH2:26][C:25]=2[CH:28]=1, predict the reactants needed to synthesize it. The reactants are: BrC1C=CC(CN)=C(COC2C=CC(Cl)=CC=2I)C=1.[Br:20][C:21]1[CH:22]=[CH:23][C:24]([CH2:29][O:30][C:31]2[CH:36]=[CH:35][C:34]([Cl:37])=[CH:33][C:32]=2I)=[C:25]([CH:28]=1)[CH2:26][NH2:27].O(C(C)(C)C)[Na].C1C=CC(P(C2C(C3C(P(C4C=CC=CC=4)C4C=CC=CC=4)=CC=C4C=3C=CC=C4)=C3C(C=CC=C3)=CC=2)C2C=CC=CC=2)=CC=1. (3) Given the product [CH3:10][O:9][C:7]([C@H:2]1[CH2:3][CH2:4][CH2:5][CH2:6][C@H:1]1[C:11]([OH:13])=[O:12])=[O:8], predict the reactants needed to synthesize it. The reactants are: [CH:1]1([C:11]([O:13]C)=[O:12])[CH2:6][CH2:5][CH2:4][CH2:3][CH:2]1[C:7]([O:9][CH3:10])=[O:8].[OH-].[Na+]. (4) The reactants are: [C:1]1(=[O:11])[C:5]2([CH2:10][CH2:9][NH:8][CH2:7][CH2:6]2)[CH2:4][CH2:3][NH:2]1.C(N(CC)CC)C.Br[C:20]([CH3:27])([CH3:26])[C:21]([O:23][CH2:24][CH3:25])=[O:22]. Given the product [CH3:26][C:20]([N:8]1[CH2:9][CH2:10][C:5]2([C:1](=[O:11])[NH:2][CH2:3][CH2:4]2)[CH2:6][CH2:7]1)([CH3:27])[C:21]([O:23][CH2:24][CH3:25])=[O:22], predict the reactants needed to synthesize it.